Dataset: NCI-60 drug combinations with 297,098 pairs across 59 cell lines. Task: Regression. Given two drug SMILES strings and cell line genomic features, predict the synergy score measuring deviation from expected non-interaction effect. (1) Drug 1: CCC1=CC2CC(C3=C(CN(C2)C1)C4=CC=CC=C4N3)(C5=C(C=C6C(=C5)C78CCN9C7C(C=CC9)(C(C(C8N6C)(C(=O)OC)O)OC(=O)C)CC)OC)C(=O)OC.C(C(C(=O)O)O)(C(=O)O)O. Drug 2: CC1=CC2C(CCC3(C2CCC3(C(=O)C)OC(=O)C)C)C4(C1=CC(=O)CC4)C. Cell line: HOP-92. Synergy scores: CSS=22.6, Synergy_ZIP=-4.12, Synergy_Bliss=-6.21, Synergy_Loewe=-69.6, Synergy_HSA=-13.3. (2) Drug 1: COC1=CC(=CC(=C1O)OC)C2C3C(COC3=O)C(C4=CC5=C(C=C24)OCO5)OC6C(C(C7C(O6)COC(O7)C8=CC=CS8)O)O. Drug 2: C1C(C(OC1N2C=NC3=C(N=C(N=C32)Cl)N)CO)O. Cell line: SF-268. Synergy scores: CSS=14.1, Synergy_ZIP=-4.01, Synergy_Bliss=-1.32, Synergy_Loewe=-8.94, Synergy_HSA=-3.34. (3) Drug 2: C(CN)CNCCSP(=O)(O)O. Drug 1: C1=CC(=CC=C1C#N)C(C2=CC=C(C=C2)C#N)N3C=NC=N3. Synergy scores: CSS=15.6, Synergy_ZIP=-1.27, Synergy_Bliss=-10.8, Synergy_Loewe=8.42, Synergy_HSA=-12.5. Cell line: SK-MEL-2. (4) Drug 1: CC1=C(C=C(C=C1)NC2=NC=CC(=N2)N(C)C3=CC4=NN(C(=C4C=C3)C)C)S(=O)(=O)N.Cl. Drug 2: C1=CC(=CC=C1CCC2=CNC3=C2C(=O)NC(=N3)N)C(=O)NC(CCC(=O)O)C(=O)O. Cell line: LOX IMVI. Synergy scores: CSS=38.9, Synergy_ZIP=1.39, Synergy_Bliss=-2.45, Synergy_Loewe=-24.8, Synergy_HSA=-2.10. (5) Drug 1: C1CCN(CC1)CCOC2=CC=C(C=C2)C(=O)C3=C(SC4=C3C=CC(=C4)O)C5=CC=C(C=C5)O. Drug 2: CCCCC(=O)OCC(=O)C1(CC(C2=C(C1)C(=C3C(=C2O)C(=O)C4=C(C3=O)C=CC=C4OC)O)OC5CC(C(C(O5)C)O)NC(=O)C(F)(F)F)O. Cell line: NCI/ADR-RES. Synergy scores: CSS=1.11, Synergy_ZIP=1.51, Synergy_Bliss=2.46, Synergy_Loewe=-1.06, Synergy_HSA=-0.882. (6) Synergy scores: CSS=-7.08, Synergy_ZIP=3.94, Synergy_Bliss=1.36, Synergy_Loewe=-5.29, Synergy_HSA=-5.78. Drug 1: CC1=CC=C(C=C1)C2=CC(=NN2C3=CC=C(C=C3)S(=O)(=O)N)C(F)(F)F. Drug 2: C1C(C(OC1N2C=NC3=C2NC=NCC3O)CO)O. Cell line: K-562.